Dataset: Peptide-MHC class I binding affinity with 185,985 pairs from IEDB/IMGT. Task: Regression. Given a peptide amino acid sequence and an MHC pseudo amino acid sequence, predict their binding affinity value. This is MHC class I binding data. (1) The peptide sequence is HPNIEEVAL. The MHC is HLA-A33:01 with pseudo-sequence HLA-A33:01. The binding affinity (normalized) is 0. (2) The peptide sequence is AVIPFDDIV. The MHC is HLA-A02:06 with pseudo-sequence HLA-A02:06. The binding affinity (normalized) is 0.654. (3) The peptide sequence is TILLSDKGK. The MHC is HLA-A03:01 with pseudo-sequence HLA-A03:01. The binding affinity (normalized) is 0.322. (4) The MHC is HLA-B18:01 with pseudo-sequence HLA-B18:01. The binding affinity (normalized) is 0.0847. The peptide sequence is NLPSKPVWL. (5) The peptide sequence is SEGATPQDL. The MHC is HLA-A02:02 with pseudo-sequence HLA-A02:02. The binding affinity (normalized) is 0. (6) The peptide sequence is YPKIYKTYF. The MHC is HLA-B54:01 with pseudo-sequence HLA-B54:01. The binding affinity (normalized) is 0. (7) The peptide sequence is IPKGIMMNV. The MHC is HLA-B07:02 with pseudo-sequence HLA-B07:02. The binding affinity (normalized) is 0.552. (8) The peptide sequence is ETEQPTLDY. The MHC is HLA-A03:01 with pseudo-sequence HLA-A03:01. The binding affinity (normalized) is 0.0847. (9) The peptide sequence is LMIIPLINV. The MHC is HLA-A03:01 with pseudo-sequence HLA-A03:01. The binding affinity (normalized) is 0.326.